From a dataset of Forward reaction prediction with 1.9M reactions from USPTO patents (1976-2016). Predict the product of the given reaction. (1) Given the reactants [CH2:1]([O:8][C:9]1[CH:18]=[CH:17][C:12]([C:13]([O:15][CH3:16])=[O:14])=[C:11]([OH:19])[CH:10]=1)[C:2]1[CH:7]=[CH:6][CH:5]=[CH:4][CH:3]=1.[C:20]([N:27]1[CH2:32][CH2:31][CH:30](O)[CH2:29][CH2:28]1)([O:22][C:23]([CH3:26])([CH3:25])[CH3:24])=[O:21], predict the reaction product. The product is: [CH2:1]([O:8][C:9]1[CH:18]=[CH:17][C:12]([C:13]([O:15][CH3:16])=[O:14])=[C:11]([O:19][CH:30]2[CH2:31][CH2:32][N:27]([C:20]([O:22][C:23]([CH3:26])([CH3:25])[CH3:24])=[O:21])[CH2:28][CH2:29]2)[CH:10]=1)[C:2]1[CH:3]=[CH:4][CH:5]=[CH:6][CH:7]=1. (2) Given the reactants [NH2:1][C:2]1[C:7]([F:8])=[C:6]([O:9][CH3:10])[CH:5]=[CH:4][C:3]=1[C:11](=[O:13])[CH3:12].[CH:14]([C:17]1[N:18]=[C:19]([C:22](Cl)=[O:23])[S:20][CH:21]=1)([CH3:16])[CH3:15].C(C1C=CC(OC)=CC=1NC(C1SC=C(C(C)C)N=1)=O)(=O)C, predict the reaction product. The product is: [C:11]([C:3]1[C:2]([NH:1][C:22]([C:19]2[S:20][CH:21]=[C:17]([CH:14]([CH3:16])[CH3:15])[N:18]=2)=[O:23])=[C:7]([F:8])[C:6]([O:9][CH3:10])=[CH:5][CH:4]=1)(=[O:13])[CH3:12]. (3) Given the reactants F[C:2]1[CH:7]=[C:6]([C:8]2[C:16]3[C:11](=[N:12]C=C[C:15]=3[N:17]3CCN(C)C[CH2:18]3)[N:10]([CH2:24][O:25][CH2:26][CH2:27][Si:28]([CH3:31])([CH3:30])[CH3:29])[CH:9]=2)[CH:5]=[CH:4][N:3]=1.[NH2:32]C1C=C(B2OC(C)(C)C(C)(C)O2)C=CN=1.C1(C)C=CC=CC=1.[C:55](=[O:58])([O-])[O-].[Na+].[Na+], predict the reaction product. The product is: [CH3:55][O:58][C:15]1[C:16]2[C:8]([C:6]3[CH:5]=[CH:4][N:3]=[C:2]([NH2:32])[CH:7]=3)=[CH:9][N:10]([CH2:24][O:25][CH2:26][CH2:27][Si:28]([CH3:31])([CH3:30])[CH3:29])[C:11]=2[N:12]=[CH:18][N:17]=1. (4) The product is: [N+:23]([C:26]1[CH:31]=[CH:30][CH:29]=[CH:28][C:27]=1[O:32][CH:2]([C:9]1[CH:14]=[CH:13][CH:12]=[CH:11][CH:10]=1)[C:3]1[CH:8]=[CH:7][CH:6]=[CH:5][CH:4]=1)([O-:25])=[O:24]. Given the reactants Br[CH:2]([C:9]1[CH:14]=[CH:13][CH:12]=[CH:11][CH:10]=1)[C:3]1[CH:8]=[CH:7][CH:6]=[CH:5][CH:4]=1.C(=O)([O-])[O-].[K+].[K+].[I-].[Na+].[N+:23]([C:26]1[CH:31]=[CH:30][CH:29]=[CH:28][C:27]=1[OH:32])([O-:25])=[O:24], predict the reaction product.